From a dataset of TCR-epitope binding with 47,182 pairs between 192 epitopes and 23,139 TCRs. Binary Classification. Given a T-cell receptor sequence (or CDR3 region) and an epitope sequence, predict whether binding occurs between them. (1) The epitope is NQKLIANQF. The TCR CDR3 sequence is CASSPDRVQEQFF. Result: 0 (the TCR does not bind to the epitope). (2) The epitope is ILGLPTQTV. The TCR CDR3 sequence is CASSNGGVTPLHF. Result: 1 (the TCR binds to the epitope). (3) The TCR CDR3 sequence is CASSPQRGRGQPQHF. The epitope is YLDAYNMMI. Result: 1 (the TCR binds to the epitope). (4) The epitope is HSKKKCDEL. The TCR CDR3 sequence is CSVEAEGQGARLSYNEQFF. Result: 0 (the TCR does not bind to the epitope).